From a dataset of Forward reaction prediction with 1.9M reactions from USPTO patents (1976-2016). Predict the product of the given reaction. (1) The product is: [F:1][C:2]1[CH:3]=[CH:4][C:5]([O:22][CH3:23])=[C:6]([C:8]2[CH:13]=[CH:12][N:11]=[C:10]3[NH:14][C:15]([CH:17]4[CH2:21][CH2:20][N:19]([C:31](=[O:33])[CH3:32])[CH2:18]4)=[CH:16][C:9]=23)[CH:7]=1. Given the reactants [F:1][C:2]1[CH:3]=[CH:4][C:5]([O:22][CH3:23])=[C:6]([C:8]2[CH:13]=[CH:12][N:11]=[C:10]3[NH:14][C:15]([CH:17]4[CH2:21][CH2:20][NH:19][CH2:18]4)=[CH:16][C:9]=23)[CH:7]=1.C(N(CC)CC)C.[C:31](Cl)(=[O:33])[CH3:32], predict the reaction product. (2) Given the reactants [C:1]([NH:4][C@@H:5]([C@H:14]([C@@H:16]([C@@H:18]([CH2:20][NH2:21])[OH:19])[OH:17])[OH:15])[C@@H:6]([OH:13])[CH2:7][C:8](=[O:12])[C:9]([OH:11])=[O:10])(=[O:3])[CH3:2].C([O-])(O)=O.[Na+].[C:27](O)(=[O:33])[CH2:28][CH2:29][C:30]([CH3:32])=[O:31], predict the reaction product. The product is: [C:1]([NH:4][C@@H:5]([C@H:14]([C@@H:16]([C@@H:18]([CH2:20][NH:21][C:27](=[O:33])[CH2:28][CH2:29][C:30](=[O:31])[CH3:32])[OH:19])[OH:17])[OH:15])[C@@H:6]([OH:13])[CH2:7][C:8](=[O:12])[C:9]([OH:11])=[O:10])(=[O:3])[CH3:2]. (3) The product is: [CH2:34]([NH:33][C:31]([C@@H:30]([NH:29][C:11]([C:9]1[CH:8]=[CH:7][C:6]2[N:2]([CH3:1])[C:3]([NH:14][C:15]3[S:16][C:17]4[CH:23]=[C:22]([O:24][C:25]([F:28])([F:26])[F:27])[CH:21]=[CH:20][C:18]=4[N:19]=3)=[N:4][C:5]=2[CH:10]=1)=[O:12])[CH3:36])=[O:32])[CH3:35]. Given the reactants [CH3:1][N:2]1[C:6]2[CH:7]=[CH:8][C:9]([C:11](O)=[O:12])=[CH:10][C:5]=2[N:4]=[C:3]1[NH:14][C:15]1[S:16][C:17]2[CH:23]=[C:22]([O:24][C:25]([F:28])([F:27])[F:26])[CH:21]=[CH:20][C:18]=2[N:19]=1.[NH2:29][C@@H:30]([CH3:36])[C:31]([NH:33][CH2:34][CH3:35])=[O:32].CN(C(ON1N=NC2C=CC=CC1=2)=[N+](C)C)C.F[P-](F)(F)(F)(F)F.CCN(C(C)C)C(C)C, predict the reaction product. (4) Given the reactants [C:1]1([C@H:7]2[C@@H:11]([C:12]3[CH:17]=[CH:16][CH:15]=[CH:14][CH:13]=3)[NH:10][C:9](=[S:18])[NH:8]2)[CH:6]=[CH:5][CH:4]=[CH:3][CH:2]=1.[CH3:19][O:20][C:21]1[CH:22]=[C:23]([CH:26]=[C:27]([O:31][CH3:32])[C:28]=1[O:29][CH3:30])[CH2:24][Cl:25], predict the reaction product. The product is: [ClH:25].[CH3:32][O:31][C:27]1[CH:26]=[C:23]([CH:22]=[C:21]([O:20][CH3:19])[C:28]=1[O:29][CH3:30])[CH2:24][S:18][C:9]1[NH:8][C@H:7]([C:1]2[CH:2]=[CH:3][CH:4]=[CH:5][CH:6]=2)[C@H:11]([C:12]2[CH:13]=[CH:14][CH:15]=[CH:16][CH:17]=2)[N:10]=1. (5) Given the reactants Br[C:2]1[CH:3]=[N:4][C:5]2[N:6]([CH:8]=[C:9]([CH2:11][O:12][C:13]3[CH:18]=[CH:17][C:16]([F:19])=[CH:15][CH:14]=3)[N:10]=2)[CH:7]=1.[F:20][C:21]1[CH:22]=[CH:23][C:24](B(O)O)=[N:25][CH:26]=1, predict the reaction product. The product is: [F:19][C:16]1[CH:17]=[CH:18][C:13]([O:12][CH2:11][C:9]2[N:10]=[C:5]3[N:4]=[CH:3][C:2]([C:24]4[CH:23]=[CH:22][C:21]([F:20])=[CH:26][N:25]=4)=[CH:7][N:6]3[CH:8]=2)=[CH:14][CH:15]=1. (6) Given the reactants FC(F)(F)C(O)=O.C([O:12][C:13](=[O:49])[CH2:14][C@@:15]1([C:33]([NH:35][CH:36]2[CH2:41][CH2:40][N:39](C(OC(C)(C)C)=O)[CH2:38][CH2:37]2)=[O:34])[C@H:19]([CH3:20])[CH2:18][N:17]([CH2:21][C:22]2[C:27]([C:28]([F:31])([F:30])[F:29])=[CH:26][CH:25]=[CH:24][C:23]=2[Cl:32])[CH2:16]1)(C)(C)C, predict the reaction product. The product is: [Cl:32][C:23]1[CH:24]=[CH:25][CH:26]=[C:27]([C:28]([F:29])([F:31])[F:30])[C:22]=1[CH2:21][N:17]1[CH2:18][C@@H:19]([CH3:20])[C@@:15]([CH2:14][C:13]([OH:49])=[O:12])([C:33](=[O:34])[NH:35][CH:36]2[CH2:37][CH2:38][NH:39][CH2:40][CH2:41]2)[CH2:16]1. (7) Given the reactants C([C:5]1[CH:19]=[CH:18][CH:17]=[CH:16][C:6]=1[C:7]([NH:9][CH:10]1[CH2:15][CH2:14][CH2:13][NH:12][CH2:11]1)=[O:8])(C)(C)C.Cl[C:21]1[CH:22]=[C:23]([NH:29][C:30]2[CH:34]=[C:33]([CH3:35])[N:32]([CH3:36])[N:31]=2)[C:24](=[O:28])[N:25]([CH3:27])[N:26]=1.C(=O)([O-])[O-].[Cs+].[Cs+].C1(P(C2C=CC=CC=2)[C:50]2C=CC3[C:52](=CC=CC=3)[C:51]=2[C:60]2C3C(=CC=CC=3)C=CC=2P(C2C=CC=CC=2)C2C=CC=CC=2)C=CC=CC=1, predict the reaction product. The product is: [C:51]([C:18]1[CH:19]=[CH:5][C:6]([C:7]([NH:9][C@@H:10]2[CH2:15][CH2:14][CH2:13][N:12]([C:21]3[CH:22]=[C:23]([NH:29][C:30]4[CH:34]=[C:33]([CH3:35])[N:32]([CH3:36])[N:31]=4)[C:24](=[O:28])[N:25]([CH3:27])[N:26]=3)[CH2:11]2)=[O:8])=[CH:16][CH:17]=1)([CH3:60])([CH3:52])[CH3:50]. (8) Given the reactants [F:1][C:2]([F:26])([F:25])[CH:3]([CH2:8][N:9]1[CH2:14][CH2:13][CH2:12][CH:11]([C:15]2[CH:20]=[CH:19][CH:18]=[C:17]([C:21]([F:24])([F:23])[F:22])[CH:16]=2)[CH2:10]1)[CH2:4][C:5]([OH:7])=O.CN(C(ON1N=NC2C=CC=NC1=2)=[N+](C)C)C.F[P-](F)(F)(F)(F)F.Cl.[NH2:52][CH2:53][C:54]([C:56]1[CH:61]=[CH:60][C:59]([Cl:62])=[CH:58][CH:57]=1)=[O:55].CCN(C(C)C)C(C)C, predict the reaction product. The product is: [Cl:62][C:59]1[CH:58]=[CH:57][C:56]([C:54](=[O:55])[CH2:53][NH:52][C:5](=[O:7])[CH2:4][CH:3]([CH2:8][N:9]2[CH2:14][CH2:13][CH2:12][CH:11]([C:15]3[CH:20]=[CH:19][CH:18]=[C:17]([C:21]([F:23])([F:24])[F:22])[CH:16]=3)[CH2:10]2)[C:2]([F:25])([F:26])[F:1])=[CH:61][CH:60]=1. (9) Given the reactants C([O:3][CH:4]1[C@@H:9]([CH3:10])[CH2:8][CH2:7][CH2:6][C:5]1([CH3:12])[CH3:11])=O.[K].C1C=C(OCC2C=CC(Cl)=CC=2)C=C(/C=C2\C(N(CCC(O)=O)C(S\2)=S)=O)C=1, predict the reaction product. The product is: [CH3:11][C:5]1([CH3:12])[CH2:6][CH2:7][CH2:8][C@H:9]([CH3:10])[C@H:4]1[OH:3].